Dataset: Peptide-MHC class I binding affinity with 185,985 pairs from IEDB/IMGT. Task: Regression. Given a peptide amino acid sequence and an MHC pseudo amino acid sequence, predict their binding affinity value. This is MHC class I binding data. (1) The peptide sequence is TPDWNNETW. The MHC is HLA-B35:01 with pseudo-sequence HLA-B35:01. The binding affinity (normalized) is 0.0925. (2) The peptide sequence is APIKEFKAKI. The MHC is HLA-B53:01 with pseudo-sequence HLA-B53:01. The binding affinity (normalized) is 0.132. (3) The peptide sequence is ELIKAMNHF. The MHC is HLA-B07:02 with pseudo-sequence HLA-B07:02. The binding affinity (normalized) is 0.0847. (4) The peptide sequence is KELYPLTSL. The MHC is HLA-B44:02 with pseudo-sequence HLA-B44:02. The binding affinity (normalized) is 0.544. (5) The peptide sequence is GHEDLMAAY. The MHC is HLA-A30:02 with pseudo-sequence HLA-A30:02. The binding affinity (normalized) is 0.727. (6) The peptide sequence is YLSGIAQYY. The MHC is SLA-20401 with pseudo-sequence SLA-20401. The binding affinity (normalized) is 0.370. (7) The peptide sequence is PASTNRQSGR. The MHC is Patr-A0101 with pseudo-sequence Patr-A0101. The binding affinity (normalized) is 0.0226. (8) The peptide sequence is NSGEETIGE. The MHC is Mamu-B8301 with pseudo-sequence Mamu-B8301. The binding affinity (normalized) is 0. (9) The peptide sequence is QLHAAGVRV. The MHC is HLA-A26:01 with pseudo-sequence HLA-A26:01. The binding affinity (normalized) is 0.0847.